From a dataset of NCI-60 drug combinations with 297,098 pairs across 59 cell lines. Regression. Given two drug SMILES strings and cell line genomic features, predict the synergy score measuring deviation from expected non-interaction effect. (1) Drug 1: C1CN1P(=S)(N2CC2)N3CC3. Drug 2: C#CCC(CC1=CN=C2C(=N1)C(=NC(=N2)N)N)C3=CC=C(C=C3)C(=O)NC(CCC(=O)O)C(=O)O. Cell line: IGROV1. Synergy scores: CSS=68.0, Synergy_ZIP=1.20, Synergy_Bliss=-0.155, Synergy_Loewe=-9.23, Synergy_HSA=-0.0733. (2) Synergy scores: CSS=-12.7, Synergy_ZIP=4.34, Synergy_Bliss=1.17, Synergy_Loewe=-8.20, Synergy_HSA=-7.87. Drug 2: COC1=C2C(=CC3=C1OC=C3)C=CC(=O)O2. Drug 1: CC1=C(C=C(C=C1)C(=O)NC2=CC(=CC(=C2)C(F)(F)F)N3C=C(N=C3)C)NC4=NC=CC(=N4)C5=CN=CC=C5. Cell line: TK-10. (3) Drug 1: COC1=C(C=C2C(=C1)N=CN=C2NC3=CC(=C(C=C3)F)Cl)OCCCN4CCOCC4. Drug 2: CC(C1=C(C=CC(=C1Cl)F)Cl)OC2=C(N=CC(=C2)C3=CN(N=C3)C4CCNCC4)N. Cell line: HCT116. Synergy scores: CSS=11.8, Synergy_ZIP=-8.13, Synergy_Bliss=-6.23, Synergy_Loewe=-7.14, Synergy_HSA=-5.12. (4) Drug 1: CC1=C2C(C(=O)C3(C(CC4C(C3C(C(C2(C)C)(CC1OC(=O)C(C(C5=CC=CC=C5)NC(=O)OC(C)(C)C)O)O)OC(=O)C6=CC=CC=C6)(CO4)OC(=O)C)OC)C)OC. Drug 2: CC1=C(C(CCC1)(C)C)C=CC(=CC=CC(=CC(=O)O)C)C. Cell line: NCI/ADR-RES. Synergy scores: CSS=8.95, Synergy_ZIP=-0.597, Synergy_Bliss=3.88, Synergy_Loewe=-3.21, Synergy_HSA=1.75. (5) Drug 1: C1=NC2=C(N1)C(=S)N=C(N2)N. Drug 2: COC1=C2C(=CC3=C1OC=C3)C=CC(=O)O2. Cell line: HL-60(TB). Synergy scores: CSS=55.3, Synergy_ZIP=-6.37, Synergy_Bliss=-13.1, Synergy_Loewe=-25.5, Synergy_HSA=-10.4. (6) Cell line: UO-31. Drug 1: CC1C(C(CC(O1)OC2CC(CC3=C2C(=C4C(=C3O)C(=O)C5=C(C4=O)C(=CC=C5)OC)O)(C(=O)CO)O)N)O.Cl. Synergy scores: CSS=-12.9, Synergy_ZIP=12.3, Synergy_Bliss=11.5, Synergy_Loewe=-18.4, Synergy_HSA=-7.93. Drug 2: C1=CC=C(C(=C1)C(C2=CC=C(C=C2)Cl)C(Cl)Cl)Cl. (7) Drug 1: CNC(=O)C1=CC=CC=C1SC2=CC3=C(C=C2)C(=NN3)C=CC4=CC=CC=N4. Drug 2: B(C(CC(C)C)NC(=O)C(CC1=CC=CC=C1)NC(=O)C2=NC=CN=C2)(O)O. Cell line: SK-MEL-28. Synergy scores: CSS=-1.43, Synergy_ZIP=3.12, Synergy_Bliss=3.33, Synergy_Loewe=-0.855, Synergy_HSA=-0.846.